From a dataset of Reaction yield outcomes from USPTO patents with 853,638 reactions. Predict the reaction yield, written as a fraction of the theoretical maximum amount of product (1.0 means a 100% yield; for example, 0.34 means a 34% yield). (1) The reactants are Cl[C:2]1[N:10]=[C:9]([Cl:11])[CH:8]=[CH:7][C:3]=1[C:4]([OH:6])=[O:5].[NH3:12]. The catalyst is [Cu]I. The product is [NH2:12][C:2]1[N:10]=[C:9]([Cl:11])[CH:8]=[CH:7][C:3]=1[C:4]([OH:6])=[O:5]. The yield is 0.720. (2) The reactants are [CH3:1][C:2]1[CH:7]=[CH:6][N:5]=[C:4]([NH2:8])[CH:3]=1.[F:9][C:10]1[CH:11]=[C:12]([CH:17]=[C:18]([F:22])[C:19]=1[CH:20]=O)[C:13]([NH:15][CH3:16])=[O:14].[C:23]([C@H:25]1[O:30][CH2:29][CH2:28][N:27]([C:31]([O:33][C:34]([CH3:37])([CH3:36])[CH3:35])=[O:32])[CH2:26]1)#[CH:24].CC(N(C)C)=O. The catalyst is C1(C)C=CC=CC=1.[Cu]Cl.FC(F)(F)S(O[Cu]OS(C(F)(F)F)(=O)=O)(=O)=O. The product is [F:9][C:10]1[CH:11]=[C:12]([C:13](=[O:14])[NH:15][CH3:16])[CH:17]=[C:18]([F:22])[C:19]=1[C:20]1[N:8]=[C:4]2[CH:3]=[C:2]([CH3:1])[CH:7]=[CH:6][N:5]2[C:24]=1[CH2:23][C@H:25]1[O:30][CH2:29][CH2:28][N:27]([C:31]([O:33][C:34]([CH3:35])([CH3:37])[CH3:36])=[O:32])[CH2:26]1. The yield is 0.655. (3) The reactants are Cl[CH2:2][C:3]1[N:12]([C:13]2[CH:18]=[CH:17][CH:16]=[CH:15][C:14]=2[Cl:19])[C:11](=[O:20])[C:10]2[C:5](=[CH:6][C:7]([F:22])=[C:8]([F:21])[CH:9]=2)[N:4]=1.O.[SH:24][C:25]1[N:33]=[CH:32][N:31]=[C:30]2[C:26]=1[NH:27][CH:28]=[N:29]2.C([O-])([O-])=O.[K+].[K+]. The catalyst is CN(C=O)C. The product is [Cl:19][C:14]1[CH:15]=[CH:16][CH:17]=[CH:18][C:13]=1[N:12]1[C:11](=[O:20])[C:10]2[C:5](=[CH:6][C:7]([F:22])=[C:8]([F:21])[CH:9]=2)[N:4]=[C:3]1[CH2:2][S:24][C:25]1[N:33]=[CH:32][N:31]=[C:30]2[C:26]=1[N:27]=[CH:28][NH:29]2. The yield is 0.530. (4) The reactants are [Cl:1][C:2]1[CH:3]=[C:4]2[C:9](=[CH:10][C:11]=1[O:12][C:13]1[CH:18]=[CH:17][C:16]([C:19](=[O:32])[NH:20][CH2:21][CH:22]([C:24]3[CH:29]=[CH:28][C:27]([Cl:30])=[CH:26][C:25]=3Cl)[F:23])=[CH:15][CH:14]=1)[O:8][CH2:7][CH2:6][CH:5]2[C:33]([OH:35])=[O:34].C[O-].[Na+:38]. The catalyst is CO. The product is [Cl:1][C:2]1[CH:3]=[C:4]2[C:9](=[CH:10][C:11]=1[O:12][C:13]1[CH:18]=[CH:17][C:16]([C:19](=[O:32])[NH:20][CH2:21][CH:22]([C:24]3[CH:25]=[CH:26][C:27]([Cl:30])=[CH:28][CH:29]=3)[F:23])=[CH:15][CH:14]=1)[O:8][CH2:7][CH2:6][CH:5]2[C:33]([O-:35])=[O:34].[Na+:38]. The yield is 0.961. (5) The reactants are Cl[C:2]1[C:7]([CH:8]=[O:9])=[C:6]([N:10]2[CH:22]=[CH:21][C:20]3[N:19]4[C:14]([CH2:15][CH2:16][CH2:17][CH2:18]4)=[CH:13][C:12]=3[C:11]2=[O:23])[N:5]=[CH:4][CH:3]=1.[CH3:24][N:25]1[C:29]([CH3:30])=[CH:28][C:27]([NH:31][C:32]2[C:33](=[O:48])[N:34]([CH3:47])[CH:35]=[C:36](B3OC(C)(C)C(C)(C)O3)[CH:37]=2)=[N:26]1.C([O-])(=O)C.[Na+].[O-]P([O-])([O-])=O.[K+].[K+].[K+]. The catalyst is C1C=CC(P(C2C=CC=CC=2)[C-]2C=CC=C2)=CC=1.C1C=CC(P(C2C=CC=CC=2)[C-]2C=CC=C2)=CC=1.Cl[Pd]Cl.[Fe+2].O.C(#N)C. The product is [CH3:24][N:25]1[C:29]([CH3:30])=[CH:28][C:27]([NH:31][C:32]2[C:33](=[O:48])[N:34]([CH3:47])[CH:35]=[C:36]([C:2]3[C:7]([CH:8]=[O:9])=[C:6]([N:10]4[CH:22]=[CH:21][C:20]5[N:19]6[C:14]([CH2:15][CH2:16][CH2:17][CH2:18]6)=[CH:13][C:12]=5[C:11]4=[O:23])[N:5]=[CH:4][CH:3]=3)[CH:37]=2)=[N:26]1. The yield is 0.190.